From a dataset of Reaction yield outcomes from USPTO patents with 853,638 reactions. Predict the reaction yield, written as a fraction of the theoretical maximum amount of product (1.0 means a 100% yield; for example, 0.34 means a 34% yield). (1) The reactants are [F:1][C:2]1[CH:11]=[C:10]([NH:12][S:13]([C:16]2[CH:21]=[CH:20][C:19](I)=[CH:18][N:17]=2)(=[O:15])=[O:14])[CH:9]=[C:8]([F:23])[C:3]=1[C:4]([O:6]C)=[O:5].[NH:24]1[CH:28]=[N:27][CH:26]=[N:25]1.P([O-])([O-])([O-])=O.[K+].[K+].[K+].CN[C@@H]1CCCC[C@H]1NC.[OH-].[Na+].Cl. The catalyst is CN1CCCC1=O.O.CO.[Cu]I. The product is [F:1][C:2]1[CH:11]=[C:10]([NH:12][S:13]([C:16]2[CH:21]=[CH:20][C:19]([N:24]3[CH:28]=[N:27][CH:26]=[N:25]3)=[CH:18][N:17]=2)(=[O:15])=[O:14])[CH:9]=[C:8]([F:23])[C:3]=1[C:4]([OH:6])=[O:5]. The yield is 0.190. (2) The reactants are [OH-].[Na+].C[C@H:4]([NH:13][CH3:14])[C@@H:5](O)[C:6]1[CH:7]=[CH:8]C=CC=1.[C:15](=[O:18])(O)[O-:16].[Na+].[CH:20]1[C:32]2[CH:31]([CH2:33][O:34]Cl)[C:30]3[C:25](=[CH:26][CH:27]=[CH:28][CH:29]=3)[C:24]=2[CH:23]=[CH:22][CH:21]=1.[O:36]1CCOC[CH2:37]1. The catalyst is O. The product is [C:37]([N:13]([CH:4]=[CH:5][CH2:6][CH2:7][CH3:8])[CH2:14][C:15]([OH:16])=[O:18])([O:34][CH2:33][CH:31]1[C:30]2[C:25](=[CH:26][CH:27]=[CH:28][CH:29]=2)[C:24]2[C:32]1=[CH:20][CH:21]=[CH:22][CH:23]=2)=[O:36]. The yield is 0.670.